This data is from Forward reaction prediction with 1.9M reactions from USPTO patents (1976-2016). The task is: Predict the product of the given reaction. (1) Given the reactants Br[C:2]1[CH:7]=[CH:6][C:5]([Br:8])=[CH:4][N:3]=1.C([Li])CCC.CCCCCC.CN([CH:23]=[O:24])C.[BH4-].[Na+], predict the reaction product. The product is: [OH:24][CH2:23][C:2]1[CH:7]=[CH:6][C:5]([Br:8])=[CH:4][N:3]=1. (2) Given the reactants [CH3:1][O:2][C:3](=[O:24])[CH2:4][CH2:5][C:6]([CH3:23])=[CH:7][CH2:8][C:9]1[C:10]([OH:22])=[C:11]2[C:15](=[C:16]([CH3:20])[C:17]=1[O:18][CH3:19])[CH2:14][O:13][C:12]2=[O:21].C1C=CC(P(C2C=CC=CC=2)C2C=CC=CC=2)=CC=1.N(C(OCC)=O)=NC(OCC)=O.[CH3:56][Si:57]([CH:60](O)[CH3:61])([CH3:59])[CH3:58], predict the reaction product. The product is: [CH3:1][O:2][C:3](=[O:24])[CH2:4][CH2:5][C:6]([CH3:23])=[CH:7][CH2:8][C:9]1[C:10]([O:22][CH2:61][CH2:60][Si:57]([CH3:59])([CH3:58])[CH3:56])=[C:11]2[C:15](=[C:16]([CH3:20])[C:17]=1[O:18][CH3:19])[CH2:14][O:13][C:12]2=[O:21]. (3) Given the reactants C[O:2][C:3]([C:5]1[C:9]([NH:10][C:11](=[O:21])[CH2:12][S:13][C:14]2[CH:19]=[CH:18][C:17]([Br:20])=[CH:16][CH:15]=2)=[CH:8][N:7]([CH2:22][CH2:23][C:24]2[CH:29]=[CH:28][CH:27]=[CH:26][CH:25]=2)[N:6]=1)=O.[H-].[Al+3].[Li+].[H-].[H-].[H-], predict the reaction product. The product is: [Br:20][C:17]1[CH:18]=[CH:19][C:14]([S:13][CH2:12][C:11]([NH:10][CH:9]2[CH2:8][N:7]([CH2:22][CH2:23][C:24]3[CH:25]=[CH:26][CH:27]=[CH:28][CH:29]=3)[N:6]=[C:5]2[CH2:3][OH:2])=[O:21])=[CH:15][CH:16]=1. (4) Given the reactants Cl[C:2]1[N:3]=[C:4]([N:24]2[CH2:29][CH2:28][O:27][CH2:26][CH2:25]2)[C:5]2[S:10][C:9]([CH2:11][N:12]3[CH2:17][CH2:16][N:15]([CH2:18][C:19]([N:21]([CH3:23])[CH3:22])=[O:20])[CH2:14][CH2:13]3)=[CH:8][C:6]=2[N:7]=1.CC1(C)C(C)(C)OB([C:38]2[CH:39]=[CH:40][C:41]([NH2:44])=[N:42][CH:43]=2)O1, predict the reaction product. The product is: [NH2:44][C:41]1[N:42]=[CH:43][C:38]([C:2]2[N:3]=[C:4]([N:24]3[CH2:29][CH2:28][O:27][CH2:26][CH2:25]3)[C:5]3[S:10][C:9]([CH2:11][N:12]4[CH2:17][CH2:16][N:15]([CH2:18][C:19]([N:21]([CH3:23])[CH3:22])=[O:20])[CH2:14][CH2:13]4)=[CH:8][C:6]=3[N:7]=2)=[CH:39][CH:40]=1. (5) Given the reactants [C:1]1([CH:7]2[CH2:12][CH2:11][CH2:10][C:9](=O)[CH2:8]2)[CH:6]=[CH:5][CH:4]=[CH:3][CH:2]=1.[NH2:14][OH:15].O, predict the reaction product. The product is: [C:1]1([CH:7]2[CH2:12][CH2:11][CH2:10][C:9](=[N:14][OH:15])[CH2:8]2)[CH:6]=[CH:5][CH:4]=[CH:3][CH:2]=1. (6) The product is: [CH3:23][C:17]1[C:18]([O:21][CH3:22])=[C:19]([CH3:20])[C:14]([CH2:13][S@@:12]([C:10]2[NH:11][C:6]3[CH:5]=[CH:4][C:3]([O:2][CH3:1])=[N:8][C:7]=3[N:9]=2)=[O:34])=[N:15][CH:16]=1. Given the reactants [CH3:1][O:2][C:3]1[N:8]=[C:7]2[N:9]=[C:10]([S:12][CH2:13][C:14]3[C:19]([CH3:20])=[C:18]([O:21][CH3:22])[C:17]([CH3:23])=[CH:16][N:15]=3)[NH:11][C:6]2=[CH:5][CH:4]=1.N[C@@H]1C2C(=CC=CC=2)C[C@@H]1[OH:34].[O-]O.C1(C(C)C)C=CC=CC=1, predict the reaction product.